From a dataset of Reaction yield outcomes from USPTO patents with 853,638 reactions. Predict the reaction yield, written as a fraction of the theoretical maximum amount of product (1.0 means a 100% yield; for example, 0.34 means a 34% yield). (1) The reactants are [NH:1]1[C:5]2=[N:6][CH:7]=[C:8]([CH:10]=[O:11])[CH:9]=[C:4]2[CH:3]=[CH:2]1.[H-].[Na+].[S:14](Cl)([C:17]1[CH:23]=[CH:22][C:20]([CH3:21])=[CH:19][CH:18]=1)(=[O:16])=[O:15]. The catalyst is C1COCC1. The product is [S:14]([N:1]1[C:5]2=[N:6][CH:7]=[C:8]([CH:10]=[O:11])[CH:9]=[C:4]2[CH:3]=[CH:2]1)([C:17]1[CH:23]=[CH:22][C:20]([CH3:21])=[CH:19][CH:18]=1)(=[O:16])=[O:15]. The yield is 0.560. (2) The reactants are Br[C:2]1[CH:3]=[C:4]2[C:9](=[CH:10][CH:11]=1)[N:8]=[CH:7][C:6]([C:12]1[CH:17]=[CH:16][CH:15]=[CH:14][CH:13]=1)=[CH:5]2.C([O-])(=O)C.[K+].[B:23]1(B2OCC(C)(C)CO2)[O:28]CC(C)(C)C[O:24]1. The catalyst is CS(C)=O.C(OCC)(=O)C. The product is [C:12]1([C:6]2[CH:7]=[N:8][C:9]3[C:4]([CH:5]=2)=[CH:3][C:2]([B:23]([OH:28])[OH:24])=[CH:11][CH:10]=3)[CH:17]=[CH:16][CH:15]=[CH:14][CH:13]=1. The yield is 0.980.